Task: Predict the product of the given reaction.. Dataset: Forward reaction prediction with 1.9M reactions from USPTO patents (1976-2016) (1) Given the reactants [CH3:1][C:2]([CH3:17])([CH3:16])[C:3]([N:5]=[C:6](OCC)[CH2:7][C:8]([O:10][CH2:11][CH3:12])=[O:9])=O.O.[NH2:19][NH2:20], predict the reaction product. The product is: [C:2]([C:3]1[N:5]=[C:6]([CH2:7][C:8]([O:10][CH2:11][CH3:12])=[O:9])[NH:20][N:19]=1)([CH3:17])([CH3:16])[CH3:1]. (2) Given the reactants [NH2:1][C@@H:2]([C:6]([OH:8])=[O:7])[C@H:3]([CH3:5])[OH:4].Cl[C:10]([O:12][CH2:13][C:14]1[CH:19]=[CH:18][CH:17]=[CH:16][CH:15]=1)=[O:11].Cl, predict the reaction product. The product is: [CH2:13]([O:12][C:10]([NH:1][CH:2]([CH:3]([OH:4])[CH3:5])[C:6]([OH:8])=[O:7])=[O:11])[C:14]1[CH:19]=[CH:18][CH:17]=[CH:16][CH:15]=1. (3) Given the reactants Cl[C:2]1[N:7]=[C:6]([NH:8][CH:9]2[CH2:11][CH2:10]2)[N:5]=[C:4]([C:12]2[CH:17]=[CH:16][CH:15]=[C:14]([Cl:18])[CH:13]=2)[C:3]=1[C:19]#[N:20].[SH:21][CH2:22][C:23]([NH2:25])=[O:24].C(=O)([O-])[O-].[Na+].[Na+].[O-]CC.[Na+], predict the reaction product. The product is: [NH2:20][C:19]1[C:3]2[C:4]([C:12]3[CH:17]=[CH:16][CH:15]=[C:14]([Cl:18])[CH:13]=3)=[N:5][C:6]([NH:8][CH:9]3[CH2:11][CH2:10]3)=[N:7][C:2]=2[S:21][C:22]=1[C:23]([NH2:25])=[O:24]. (4) Given the reactants [C:1]([C:4]1([C:7]([O:9][CH2:10][CH3:11])=[O:8])[CH2:6][CH2:5]1)(=[O:3])[CH3:2].C1C(=O)N([Br:19])C(=O)C1.C1(C)C=CC(S(O)(=O)=O)=CC=1, predict the reaction product. The product is: [Br:19][CH2:2][C:1]([C:4]1([C:7]([O:9][CH2:10][CH3:11])=[O:8])[CH2:6][CH2:5]1)=[O:3]. (5) Given the reactants C(OC([NH:11][CH2:12][CH2:13][C:14]([NH:16][CH2:17][C@H:18]1[CH2:23][CH2:22][CH2:21][N:20]([CH2:24][CH:25]2[CH2:30][CH2:29][CH2:28][CH2:27][CH2:26]2)[CH2:19]1)=[O:15])=O)C1C=CC=CC=1.[H][H], predict the reaction product. The product is: [NH2:11][CH2:12][CH2:13][C:14]([NH:16][CH2:17][C@H:18]1[CH2:23][CH2:22][CH2:21][N:20]([CH2:24][CH:25]2[CH2:26][CH2:27][CH2:28][CH2:29][CH2:30]2)[CH2:19]1)=[O:15]. (6) The product is: [C:19]1([CH2:18][N:9]2[C@H:8]([CH2:7][OH:6])[CH2:17][N:16]3[C@H:11]([CH2:12][O:13][CH2:14][CH2:15]3)[CH2:10]2)[CH:20]=[CH:21][CH:22]=[CH:23][CH:24]=1. Given the reactants CC([Si](C)(C)[O:6][CH2:7][C@@H:8]1[CH2:17][N:16]2[C@H:11]([CH2:12][O:13][CH2:14][CH2:15]2)[CH2:10][N:9]1[CH2:18][C:19]1[CH:24]=[CH:23][CH:22]=[CH:21][CH:20]=1)(C)C.Cl, predict the reaction product. (7) Given the reactants [H-].[Na+].C(COC)OC.[C:9]([O:13][CH2:14][CH2:15][O:16][CH2:17][CH2:18][OH:19])([CH3:12])([CH3:11])[CH3:10].C(OCCOCCO[C:29]([F:33])=[C:30]([F:32])[F:31])C, predict the reaction product. The product is: [C:9]([O:13][CH2:14][CH2:15][O:16][CH2:17][CH2:18][O:19][C:29]([F:33])=[C:30]([F:32])[F:31])([CH3:12])([CH3:11])[CH3:10].